Dataset: Retrosynthesis with 50K atom-mapped reactions and 10 reaction types from USPTO. Task: Predict the reactants needed to synthesize the given product. (1) The reactants are: CC(C)(C)OC(=O)N1CCC(N)CC1.COc1cc(C(=O)O)ccc1Nc1ncc2c(n1)N(C1CCCCC1)CC(F)(F)C(=O)N2C. Given the product COc1cc(C(=O)NC2CCN(C(=O)OC(C)(C)C)CC2)ccc1Nc1ncc2c(n1)N(C1CCCCC1)CC(F)(F)C(=O)N2C, predict the reactants needed to synthesize it. (2) Given the product CCOC(=O)c1c(C)[nH]c2ncc(-c3cc(OC)c(OC)c(OC)c3)nc12, predict the reactants needed to synthesize it. The reactants are: CCOC(=O)c1c(C)[nH]c2ncc(Br)nc12.COc1cc(B(O)O)cc(OC)c1OC. (3) Given the product Cc1ccc2c(c1)N(CC(=O)c1ccccc1C)C(=O)C(NC(=O)Nc1cccc(C(=O)O)c1)CN2C(=O)C1CCCCC1, predict the reactants needed to synthesize it. The reactants are: CCOC(=O)c1cccc(NC(=O)NC2CN(C(=O)C3CCCCC3)c3ccc(C)cc3N(CC(=O)c3ccccc3C)C2=O)c1.